Dataset: NCI-60 drug combinations with 297,098 pairs across 59 cell lines. Task: Regression. Given two drug SMILES strings and cell line genomic features, predict the synergy score measuring deviation from expected non-interaction effect. (1) Drug 1: C(=O)(N)NO. Drug 2: CC1C(C(CC(O1)OC2CC(CC3=C2C(=C4C(=C3O)C(=O)C5=CC=CC=C5C4=O)O)(C(=O)C)O)N)O. Cell line: HS 578T. Synergy scores: CSS=39.1, Synergy_ZIP=0.880, Synergy_Bliss=0.772, Synergy_Loewe=-67.3, Synergy_HSA=-1.38. (2) Drug 1: C1=NC2=C(N1)C(=S)N=CN2. Drug 2: CC1=C(C(=O)C2=C(C1=O)N3CC4C(C3(C2COC(=O)N)OC)N4)N. Cell line: OVCAR-4. Synergy scores: CSS=64.8, Synergy_ZIP=-4.22, Synergy_Bliss=-3.57, Synergy_Loewe=-3.19, Synergy_HSA=-0.811.